Task: Predict which catalyst facilitates the given reaction.. Dataset: Catalyst prediction with 721,799 reactions and 888 catalyst types from USPTO Reactant: [C:1]([O:5][C:6]([N:8]1[CH2:15][CH:14](C(O)=O)[CH2:13][C:9]21[CH2:12][O:11][CH2:10]2)=[O:7])([CH3:4])([CH3:3])[CH3:2].P(N=[N+]=[N-])(=O)([O:27][C:28]1C=CC=CC=1)OC1C=CC=CC=1.C([N:40](CC)CC)C.[C:45]1([CH2:51][OH:52])[CH:50]=[CH:49][CH:48]=[CH:47][CH:46]=1. Product: [CH2:51]([O:52][C:28]([NH:40][CH:14]1[CH2:13][C:9]2([CH2:10][O:11][CH2:12]2)[N:8]([C:6]([O:5][C:1]([CH3:2])([CH3:3])[CH3:4])=[O:7])[CH2:15]1)=[O:27])[C:45]1[CH:50]=[CH:49][CH:48]=[CH:47][CH:46]=1. The catalyst class is: 11.